From a dataset of Forward reaction prediction with 1.9M reactions from USPTO patents (1976-2016). Predict the product of the given reaction. (1) The product is: [F:49][C:38]1[CH:37]=[C:36]([CH:50]([O:52][Si:53]([CH:57]([CH3:59])[CH3:58])([CH:60]([CH3:62])[CH3:61])[CH:54]([CH3:55])[CH3:56])[CH3:51])[CH:35]=[C:34]([F:33])[C:39]=1[C:2]1[N:7]=[C:6]([C:8]([NH:10][C:11]2[CH:12]=[N:13][CH:14]=[CH:15][C:16]=2[C@@H:17]2[CH2:22][C@H:21]([CH3:23])[CH2:20][C@H:19]([NH:24][C:25](=[O:31])[O:26][C:27]([CH3:30])([CH3:29])[CH3:28])[CH2:18]2)=[O:9])[CH:5]=[CH:4][C:3]=1[F:32]. Given the reactants Br[C:2]1[N:7]=[C:6]([C:8]([NH:10][C:11]2[CH:12]=[N:13][CH:14]=[CH:15][C:16]=2[C@@H:17]2[CH2:22][C@H:21]([CH3:23])[CH2:20][C@H:19]([NH:24][C:25](=[O:31])[O:26][C:27]([CH3:30])([CH3:29])[CH3:28])[CH2:18]2)=[O:9])[CH:5]=[CH:4][C:3]=1[F:32].[F:33][C:34]1[CH:35]=[C:36]([CH:50]([O:52][Si:53]([CH:60]([CH3:62])[CH3:61])([CH:57]([CH3:59])[CH3:58])[CH:54]([CH3:56])[CH3:55])[CH3:51])[CH:37]=[C:38]([F:49])[C:39]=1B1OC(C)(C)C(C)(C)O1, predict the reaction product. (2) Given the reactants C([O:4][C@@H:5]1[C@@H:18]([O:19]C(=O)C)[C@H:17]([O:23]C(=O)C)[CH2:16][S:15][C@H:6]1[O:7][C:8]1[CH:13]=[CH:12][CH:11]=[CH:10][C:9]=1Br)(=O)C.[O:27]1[CH:31]=[CH:30][C:29](B(O)O)=[CH:28]1, predict the reaction product. The product is: [O:7]([C:8]1[CH:13]=[CH:12][CH:11]=[CH:10][C:9]=1[C:29]1[CH:30]=[CH:31][O:27][CH:28]=1)[C@@H:6]1[S:15][CH2:16][C@@H:17]([OH:23])[C@H:18]([OH:19])[C@H:5]1[OH:4]. (3) Given the reactants [Cl:1][C:2]1[CH:7]=[CH:6][C:5]([C:8]2([CH3:39])[C:12]([C:14]3[CH:19]=[CH:18][C:17]([Cl:20])=[CH:16][CH:15]=3)([CH3:13])[N:11]([C:21](Cl)=[O:22])[C:10]([C:24]3[CH:29]=[CH:28][C:27]([C:30]([CH3:35])([CH3:34])[C:31](=[O:33])[CH3:32])=[CH:26][C:25]=3[O:36][CH2:37][CH3:38])=[N:9]2)=[CH:4][CH:3]=1.Cl.Cl.[O:42]=[S:43]1(=[O:55])[CH2:48][CH2:47][CH:46]([N:49]2[CH2:54][CH2:53][NH:52][CH2:51][CH2:50]2)[CH2:45][CH2:44]1, predict the reaction product. The product is: [Cl:1][C:2]1[CH:7]=[CH:6][C:5]([C@@:8]2([CH3:39])[C@:12]([C:14]3[CH:15]=[CH:16][C:17]([Cl:20])=[CH:18][CH:19]=3)([CH3:13])[N:11]([C:21]([N:52]3[CH2:53][CH2:54][N:49]([CH:46]4[CH2:45][CH2:44][S:43](=[O:42])(=[O:55])[CH2:48][CH2:47]4)[CH2:50][CH2:51]3)=[O:22])[C:10]([C:24]3[CH:29]=[CH:28][C:27]([C:30]([CH3:35])([CH3:34])[C:31](=[O:33])[CH3:32])=[CH:26][C:25]=3[O:36][CH2:37][CH3:38])=[N:9]2)=[CH:4][CH:3]=1. (4) Given the reactants [CH2:1]([O:5][C:6]1[CH:11]=[CH:10][C:9]([S:12]([O:15][C:16]2[C:24]([CH3:25])=[CH:23][CH:22]=[CH:21][C:17]=2[C:18](O)=[O:19])(=[O:14])=[O:13])=[CH:8][CH:7]=1)[C:2]#[C:3][CH3:4].O.[OH:27][N:28]1C2C=CC=CC=2N=N1.Cl.CN(C)CCCN=C=NCC.NO, predict the reaction product. The product is: [CH2:1]([O:5][C:6]1[CH:11]=[CH:10][C:9]([S:12]([O:15][C:16]2[C:24]([CH3:25])=[CH:23][CH:22]=[CH:21][C:17]=2[C:18]([NH:28][OH:27])=[O:19])(=[O:14])=[O:13])=[CH:8][CH:7]=1)[C:2]#[C:3][CH3:4]. (5) Given the reactants [CH3:1][O:2][C:3]1[CH:8]=[CH:7][CH:6]=[CH:5][C:4]=1B(O)O.[C:12]([O:16][C:17]([N:19]1[CH2:24][CH:23]=[C:22](OS(C(F)(F)F)(=O)=O)[CH2:21][CH2:20]1)=[O:18])([CH3:15])([CH3:14])[CH3:13], predict the reaction product. The product is: [C:12]([O:16][C:17]([N:19]1[CH2:20][CH:21]=[C:22]([C:4]2[CH:5]=[CH:6][CH:7]=[CH:8][C:3]=2[O:2][CH3:1])[CH2:23][CH2:24]1)=[O:18])([CH3:15])([CH3:13])[CH3:14].